Dataset: Catalyst prediction with 721,799 reactions and 888 catalyst types from USPTO. Task: Predict which catalyst facilitates the given reaction. (1) Reactant: [Cl:1][C:2]1[CH:3]=[C:4]([C:8]2[CH:17]=[C:16]([C:18]3[CH2:23][CH2:22][NH:21][CH2:20][CH:19]=3)[C:15]([O:24][CH3:25])=[C:14]3[C:9]=2[CH:10]=[N:11][C:12]([N:26]([CH3:28])[CH3:27])=[N:13]3)[CH:5]=[CH:6][CH:7]=1.C(=O)([O-])[O-].[K+].[K+].Br[CH2:36][C:37]([O:39][CH2:40][CH3:41])=[O:38].[Cl-].[NH4+]. Product: [Cl:1][C:2]1[CH:3]=[C:4]([C:8]2[CH:17]=[C:16]([C:18]3[CH2:23][CH2:22][N:21]([CH2:36][C:37]([O:39][CH2:40][CH3:41])=[O:38])[CH2:20][CH:19]=3)[C:15]([O:24][CH3:25])=[C:14]3[C:9]=2[CH:10]=[N:11][C:12]([N:26]([CH3:27])[CH3:28])=[N:13]3)[CH:5]=[CH:6][CH:7]=1. The catalyst class is: 3. (2) Reactant: [CH3:1][O:2][P:3]([C:7]1[CH:8]=[C:9](/[CH:13]=[CH:14]/[C:15]([O:17]C(C)(C)C)=[O:16])[CH:10]=[CH:11][CH:12]=1)([O:5][CH3:6])=[O:4].C(O)(C(F)(F)F)=O. Product: [CH3:1][O:2][P:3]([C:7]1[CH:8]=[C:9](/[CH:13]=[CH:14]/[C:15]([OH:17])=[O:16])[CH:10]=[CH:11][CH:12]=1)([O:5][CH3:6])=[O:4]. The catalyst class is: 4. (3) Reactant: FC(F)(F)C(O)=O.FC(F)(F)C(O)=O.NC(C1SC(C(NN)=O)=CC=1)C.[CH:27]1[C:39]2[CH:38]([CH2:40][O:41][C:42]([NH:44][NH:45][C:46]([C:48]3[S:49][C:50]([CH:53]([NH2:55])[CH3:54])=[CH:51][CH:52]=3)=[O:47])=[O:43])[C:37]3[C:32](=[CH:33][CH:34]=[CH:35][CH:36]=3)[C:31]=2[CH:30]=[CH:29][CH:28]=1.Cl[C:57]([O:59][CH2:60][C:61]1[CH:66]=[CH:65][CH:64]=[CH:63][CH:62]=1)=[O:58]. Product: [CH:36]1[C:37]2[CH:38]([CH2:40][O:41][C:42]([NH:44][NH:45][C:46]([C:48]3[S:49][C:50]([CH:53]([NH:55][C:57]([O:59][CH2:60][C:61]4[CH:66]=[CH:65][CH:64]=[CH:63][CH:62]=4)=[O:58])[CH3:54])=[CH:51][CH:52]=3)=[O:47])=[O:43])[C:39]3[C:31](=[CH:30][CH:29]=[CH:28][CH:27]=3)[C:32]=2[CH:33]=[CH:34][CH:35]=1. The catalyst class is: 1. (4) Reactant: [C:1]([NH:4][CH:5]([C:10]1[CH:15]=[CH:14][CH:13]=[CH:12][C:11]=1[O:16][CH2:17][C:18]1[CH:19]=[C:20]([C:24]2[CH:29]=[CH:28][CH:27]=[C:26]([CH2:30][NH:31][C:32]([O:34][C:35]([CH3:38])([CH3:37])[CH3:36])=[O:33])[CH:25]=2)[CH:21]=[CH:22][CH:23]=1)[C:6]([O:8]C)=[O:7])(=[O:3])[CH3:2].CC#N. Product: [C:1]([NH:4][CH:5]([C:10]1[CH:15]=[CH:14][CH:13]=[CH:12][C:11]=1[O:16][CH2:17][C:18]1[CH:19]=[C:20]([C:24]2[CH:29]=[CH:28][CH:27]=[C:26]([CH2:30][NH:31][C:32]([O:34][C:35]([CH3:38])([CH3:37])[CH3:36])=[O:33])[CH:25]=2)[CH:21]=[CH:22][CH:23]=1)[C:6]([OH:8])=[O:7])(=[O:3])[CH3:2]. The catalyst class is: 5.